Dataset: Forward reaction prediction with 1.9M reactions from USPTO patents (1976-2016). Task: Predict the product of the given reaction. (1) Given the reactants C([O:8][C:9]1[CH:18]=[C:17]2[C:12]([C:13]([O:19][C:20]3[C:21]([C:28]4[CH:33]=[CH:32][CH:31]=[CH:30][CH:29]=4)=[N:22][C:23]([CH3:27])=[C:24]([CH3:26])[CH:25]=3)=[CH:14][CH:15]=[N:16]2)=[CH:11][C:10]=1[O:34][CH3:35])C1C=CC=CC=1.CS(O)(=O)=O, predict the reaction product. The product is: [CH3:26][C:24]1[CH:25]=[C:20]([O:19][C:13]2[C:12]3[C:17](=[CH:18][C:9]([OH:8])=[C:10]([O:34][CH3:35])[CH:11]=3)[N:16]=[CH:15][CH:14]=2)[C:21]([C:28]2[CH:29]=[CH:30][CH:31]=[CH:32][CH:33]=2)=[N:22][C:23]=1[CH3:27]. (2) Given the reactants [C:1]([C:5]1[CH:10]=[CH:9][C:8]([S:11]([N:14]([CH2:24][C:25](O)=[O:26])[C:15]2[CH:20]=[CH:19][CH:18]=[C:17]([N:21]([CH3:23])[CH3:22])[CH:16]=2)(=[O:13])=[O:12])=[CH:7][CH:6]=1)([CH3:4])([CH3:3])[CH3:2].[CH2:28]([NH:30][CH2:31][C:32]1[CH:41]=[CH:40][C:39]2[C:34](=[CH:35][CH:36]=[CH:37][CH:38]=2)[N:33]=1)[CH3:29], predict the reaction product. The product is: [C:1]([C:5]1[CH:6]=[CH:7][C:8]([S:11]([N:14]([C:15]2[CH:20]=[CH:19][CH:18]=[C:17]([N:21]([CH3:23])[CH3:22])[CH:16]=2)[CH2:24][C:25]([N:30]([CH2:28][CH3:29])[CH2:31][C:32]2[CH:41]=[CH:40][C:39]3[C:34](=[CH:35][CH:36]=[CH:37][CH:38]=3)[N:33]=2)=[O:26])(=[O:13])=[O:12])=[CH:9][CH:10]=1)([CH3:3])([CH3:2])[CH3:4]. (3) Given the reactants BrC1C=CC(O)=C(C2C=[CH:16][C:15]3[C:10](=[CH:11][CH:12]=[C:13]([C:18]4[N:22]([CH:23]5[CH2:28][CH2:27][CH2:26][CH2:25][CH2:24]5)[C:21]5[CH:29]=[CH:30][C:31]([C:33]([OH:35])=[O:34])=[CH:32][C:20]=5[N:19]=4)[CH:14]=3)[N:9]=2)C=1.C(OC(C1C=CC2N(C3CCCCC3)C(C3C=CC(N)=C(C=O)C=3)=NC=2C=1)=O)C.[NH2:66][C:67]1[C:72]([Cl:73])=[CH:71][C:70]([C:74](=O)[CH3:75])=[CH:69][C:68]=1[Cl:77].[OH-].[K+], predict the reaction product. The product is: [NH2:66][C:67]1[C:72]([Cl:73])=[CH:71][C:70]([C:74]2[CH:75]=[CH:16][C:15]3[C:10](=[CH:11][CH:12]=[C:13]([C:18]4[N:22]([CH:23]5[CH2:24][CH2:25][CH2:26][CH2:27][CH2:28]5)[C:21]5[CH:29]=[CH:30][C:31]([C:33]([OH:35])=[O:34])=[CH:32][C:20]=5[N:19]=4)[CH:14]=3)[N:9]=2)=[CH:69][C:68]=1[Cl:77]. (4) Given the reactants [CH3:1][C:2]1[C:11]2[C:6](=[CH:7][CH:8]=[CH:9][CH:10]=2)[N:5]=[CH:4][CH:3]=1.[Br-:12].[Br:13][CH2:14][CH2:15][CH2:16][N+:17]([CH2:22][CH3:23])([CH2:20][CH3:21])[CH2:18][CH3:19], predict the reaction product. The product is: [Br-:13].[Br-:12].[CH2:18]([N+:17]([CH2:22][CH3:23])([CH2:20][CH3:21])[CH2:16][CH2:15][CH2:14][N+:5]1[C:6]2[C:11](=[CH:10][CH:9]=[CH:8][CH:7]=2)[C:2]([CH3:1])=[CH:3][CH:4]=1)[CH3:19]. (5) The product is: [C:1]([N:4]1[CH2:5][CH2:6][N:7]([C:10]2[N:15]=[C:14]([NH2:16])[CH:13]=[CH:12][N:11]=2)[CH2:8][CH2:9]1)(=[O:3])[CH3:2]. Given the reactants [C:1]([N:4]1[CH2:9][CH2:8][N:7]([C:10]2[N:15]=[C:14]([NH2:16])[CH:13]=[C:12](Cl)[N:11]=2)[CH2:6][CH2:5]1)(=[O:3])[CH3:2], predict the reaction product. (6) Given the reactants [C:1]([O:9][CH2:10][C@@H:11]1[C:15]([O:17][C:18](=[O:20])[CH3:19])([CH3:16])[C@:14]([F:22])([CH3:21])[CH:13]([N:23]2[CH:31]=[N:30][C:29]3[C:24]2=[N:25][CH:26]=[N:27][C:28]=3Cl)[O:12]1)(=[O:8])[C:2]1[CH:7]=[CH:6][CH:5]=[CH:4][CH:3]=1.[F:33][C:34]1[CH:41]=[CH:40][C:37]([CH2:38][NH2:39])=[CH:36][CH:35]=1.O, predict the reaction product. The product is: [C:1]([O:9][CH2:10][C@@H:11]1[C:15]([O:17][C:18](=[O:20])[CH3:19])([CH3:16])[C@:14]([F:22])([CH3:21])[CH:13]([N:23]2[CH:31]=[N:30][C:29]3[C:24]2=[N:25][CH:26]=[N:27][C:28]=3[NH:39][CH2:38][C:37]2[CH:40]=[CH:41][C:34]([F:33])=[CH:35][CH:36]=2)[O:12]1)(=[O:8])[C:2]1[CH:7]=[CH:6][CH:5]=[CH:4][CH:3]=1. (7) Given the reactants [Cl:1][C:2]1[CH:9]=[C:8]([F:10])[CH:7]=[CH:6][C:3]=1[CH:4]=O.Cl.[O:12]([NH2:14])[CH3:13], predict the reaction product. The product is: [CH3:13][O:12][N:14]=[CH:4][C:3]1[CH:6]=[CH:7][C:8]([F:10])=[CH:9][C:2]=1[Cl:1]. (8) The product is: [C:15]([O:19][C:20]([N:22]1[CH2:27][CH2:26][C:25]([CH2:10][C:9]([O:12][CH2:13][CH3:14])=[O:11])([OH:28])[CH2:24][CH2:23]1)=[O:21])([CH3:18])([CH3:16])[CH3:17]. Given the reactants [Li+].CC([N-]C(C)C)C.[C:9]([O:12][CH2:13][CH3:14])(=[O:11])[CH3:10].[C:15]([O:19][C:20]([N:22]1[CH2:27][CH2:26][C:25](=[O:28])[CH2:24][CH2:23]1)=[O:21])([CH3:18])([CH3:17])[CH3:16].[Cl-].[NH4+], predict the reaction product. (9) Given the reactants [CH2:1]([O:8][C:9]([N:11]1[CH2:16][CH2:15][N:14]([C:17]([O:19][C:20]([CH3:23])([CH3:22])[CH3:21])=[O:18])[CH2:13][CH:12]1[C:24]([OH:26])=[O:25])=[O:10])[C:2]1[CH:7]=[CH:6][CH:5]=[CH:4][CH:3]=1.[CH3:27][Si](C=[N+]=[N-])(C)C, predict the reaction product. The product is: [N:11]1([C:9]([O:8][CH2:1][C:2]2[CH:3]=[CH:4][CH:5]=[CH:6][CH:7]=2)=[O:10])[CH2:16][CH2:15][N:14]([C:17]([O:19][C:20]([CH3:22])([CH3:23])[CH3:21])=[O:18])[CH2:13][CH:12]1[C:24]([O:26][CH3:27])=[O:25].